From a dataset of Peptide-MHC class I binding affinity with 185,985 pairs from IEDB/IMGT. Regression. Given a peptide amino acid sequence and an MHC pseudo amino acid sequence, predict their binding affinity value. This is MHC class I binding data. (1) The peptide sequence is IFFTTSLFL. The MHC is HLA-A24:02 with pseudo-sequence HLA-A24:02. The binding affinity (normalized) is 0.363. (2) The peptide sequence is SSARYDVAL. The MHC is HLA-A31:01 with pseudo-sequence HLA-A31:01. The binding affinity (normalized) is 0.0847. (3) The peptide sequence is MLDDLTMGY. The MHC is HLA-A01:01 with pseudo-sequence HLA-A01:01. The binding affinity (normalized) is 0.989. (4) The peptide sequence is RVCAEMVAK. The MHC is HLA-A26:01 with pseudo-sequence HLA-A26:01. The binding affinity (normalized) is 0.0847. (5) The peptide sequence is NVFHTMWHVT. The MHC is HLA-A32:01 with pseudo-sequence HLA-A32:01. The binding affinity (normalized) is 0.182.